Dataset: Forward reaction prediction with 1.9M reactions from USPTO patents (1976-2016). Task: Predict the product of the given reaction. (1) Given the reactants [S:1]1[CH:5]=[CH:4][CH:3]=[C:2]1[CH:6]=O.[CH3:8][O:9][CH2:10][CH2:11][NH2:12].[C:13]1(=[O:24])[O:19][C:17](=O)[C:16]2=[CH:20][CH:21]=[CH:22][CH:23]=[C:15]2[CH2:14]1.[NH:25]1[C:33]2[C:28](=[CH:29][C:30]([NH2:34])=[CH:31][CH:32]=2)[CH:27]=[N:26]1, predict the reaction product. The product is: [NH:25]1[C:33]2[C:28](=[CH:29][C:30]([NH:34][C:13]([CH:14]3[C:15]4[C:16](=[CH:20][CH:21]=[CH:22][CH:23]=4)[C:17](=[O:19])[N:12]([CH2:11][CH2:10][O:9][CH3:8])[CH:6]3[C:2]3[S:1][CH:5]=[CH:4][CH:3]=3)=[O:24])=[CH:31][CH:32]=2)[CH:27]=[N:26]1. (2) Given the reactants [F:1][C:2]1[CH:10]=[CH:9][C:5]([C:6]([OH:8])=[O:7])=[C:4]([OH:11])[CH:3]=1.[CH3:12]CCCCC.C[Si](C=[N+]=[N-])(C)C, predict the reaction product. The product is: [F:1][C:2]1[CH:10]=[CH:9][C:5]([C:6]([O:8][CH3:12])=[O:7])=[C:4]([OH:11])[CH:3]=1.